Dataset: Catalyst prediction with 721,799 reactions and 888 catalyst types from USPTO. Task: Predict which catalyst facilitates the given reaction. (1) Reactant: [CH3:1][C@H:2]1[CH2:7][CH2:6][CH2:5][C@@H:4]([CH3:8])[N:3]1[CH2:9][CH2:10][NH:11][C:12]([C:14]1[CH:15]=[CH:16][C:17]([F:38])=[C:18]([NH:20][C:21]([C:23]2[N:27]3[CH:28]=[CH:29][C:30]([C:32]4[N:36]([CH3:37])[N:35]=[CH:34][CH:33]=4)=[CH:31][C:26]3=[N:25][CH:24]=2)=[O:22])[CH:19]=1)=[O:13].[C:39]([OH:46])(=[O:45])/[CH:40]=[CH:41]\[C:42]([OH:44])=[O:43]. Product: [C:39]([OH:46])(=[O:45])/[CH:40]=[CH:41]\[C:42]([OH:44])=[O:43].[CH3:1][C@H:2]1[CH2:7][CH2:6][CH2:5][C@@H:4]([CH3:8])[N:3]1[CH2:9][CH2:10][NH:11][C:12]([C:14]1[CH:15]=[CH:16][C:17]([F:38])=[C:18]([NH:20][C:21]([C:23]2[N:27]3[CH:28]=[CH:29][C:30]([C:32]4[N:36]([CH3:37])[N:35]=[CH:34][CH:33]=4)=[CH:31][C:26]3=[N:25][CH:24]=2)=[O:22])[CH:19]=1)=[O:13]. The catalyst class is: 13. (2) Reactant: Cl.[F:2][C:3]([F:15])([F:14])[C:4]1[N:5]=[CH:6][C:7]2[CH2:13][CH2:12][NH:11][CH2:10][C:8]=2[N:9]=1.C(N(CC)C(C)C)(C)C.[C:25](O[C:25]([O:27][C:28]([CH3:31])([CH3:30])[CH3:29])=[O:26])([O:27][C:28]([CH3:31])([CH3:30])[CH3:29])=[O:26]. Product: [F:15][C:3]([F:2])([F:14])[C:4]1[N:5]=[CH:6][C:7]2[CH2:13][CH2:12][N:11]([C:25]([O:27][C:28]([CH3:31])([CH3:30])[CH3:29])=[O:26])[CH2:10][C:8]=2[N:9]=1. The catalyst class is: 4. (3) Reactant: [NH2:1][C:2]1[CH:3]=[C:4]([C:8]2[CH:13]=[CH:12][C:11]([CH2:14][C@@H:15]([NH:22][C:23](=[O:30])[CH2:24][CH2:25][C:26]([O:28][CH3:29])=[O:27])[CH2:16][C:17]([O:19][CH2:20][CH3:21])=[O:18])=[CH:10][CH:9]=2)[CH:5]=[CH:6][CH:7]=1.CCN(CC)CC.[CH3:38][C:39](OC(C)=O)=[O:40]. Product: [C:39]([NH:1][C:2]1[CH:3]=[C:4]([C:8]2[CH:9]=[CH:10][C:11]([CH2:14][C@@H:15]([NH:22][C:23](=[O:30])[CH2:24][CH2:25][C:26]([O:28][CH3:29])=[O:27])[CH2:16][C:17]([O:19][CH2:20][CH3:21])=[O:18])=[CH:12][CH:13]=2)[CH:5]=[CH:6][CH:7]=1)(=[O:40])[CH3:38]. The catalyst class is: 34. (4) Reactant: [C:1]1([C:7]2[C:16]([N:17]3[CH2:22][CH2:21][N:20]([C:23]4[CH:28]=[CH:27][CH:26]=[CH:25][N:24]=4)[CH2:19][CH2:18]3)=[N:15][C:14]3[C:9](=[CH:10][CH:11]=[C:12]([C:29]([O:31]C)=[O:30])[CH:13]=3)[N:8]=2)[CH:6]=[CH:5][CH:4]=[CH:3][CH:2]=1.[OH-].[Na+].Cl. Product: [C:1]1([C:7]2[C:16]([N:17]3[CH2:22][CH2:21][N:20]([C:23]4[CH:28]=[CH:27][CH:26]=[CH:25][N:24]=4)[CH2:19][CH2:18]3)=[N:15][C:14]3[C:9](=[CH:10][CH:11]=[C:12]([C:29]([OH:31])=[O:30])[CH:13]=3)[N:8]=2)[CH:2]=[CH:3][CH:4]=[CH:5][CH:6]=1. The catalyst class is: 5. (5) Reactant: [CH:1]1[CH:6]=[N:5][CH:4]=[C:3]([CH2:7][C:8]([P:14]([OH:17])([OH:16])=[O:15])([P:10]([OH:13])([OH:12])=[O:11])[OH:9])[CH:2]=1.O.[OH-].[Na+:20]. Product: [CH:1]1[CH:6]=[N:5][CH:4]=[C:3]([CH2:7][C:8]([P:10]([O-:12])([OH:13])=[O:11])([P:14]([OH:17])([OH:16])=[O:15])[OH:9])[CH:2]=1.[Na+:20]. The catalyst class is: 107. (6) Reactant: [CH2:1]([O:8][C:9]1[C:10]([CH2:23][CH2:24][CH2:25][CH2:26][CH2:27][CH2:28][CH2:29][CH2:30][CH2:31][CH3:32])=[N:11][C:12]([N:16]2C(C)=CC=C2C)=[N:13][C:14]=1[CH3:15])[C:2]1[CH:7]=[CH:6][CH:5]=[CH:4][CH:3]=1.Cl.NO.O.[OH-].[Na+]. Product: [CH2:1]([O:8][C:9]1[C:10]([CH2:23][CH2:24][CH2:25][CH2:26][CH2:27][CH2:28][CH2:29][CH2:30][CH2:31][CH3:32])=[N:11][C:12]([NH2:16])=[N:13][C:14]=1[CH3:15])[C:2]1[CH:3]=[CH:4][CH:5]=[CH:6][CH:7]=1. The catalyst class is: 40. (7) Reactant: [I:1][CH2:2][C:3]([NH2:5])=[O:4].[OH:6][C@@H:7]([C@H:9]1[C:38](=[O:39])[N:11]2[C:12]([C:32]([O:34][CH2:35][CH:36]=[CH2:37])=[O:33])=[C:13]([C:16]3[S:20][C:19]4=[C:21]([C:24]([C:26]5[CH:27]=[N:28][CH:29]=[CH:30][CH:31]=5)=[O:25])[N:22]=[CH:23][N:18]4[CH:17]=3)[C@H:14]([CH3:15])[C@H:10]12)[CH3:8].C(OCC)(=O)C. Product: [I-:1].[C:3]([CH2:2][N+:28]1[CH:29]=[CH:30][CH:31]=[C:26]([C:24]([C:21]2[N:22]=[CH:23][N:18]3[CH:17]=[C:16]([C:13]4[C@H:14]([CH3:15])[C@@H:10]5[C@@H:9]([C@H:7]([OH:6])[CH3:8])[C:38](=[O:39])[N:11]5[C:12]=4[C:32]([O:34][CH2:35][CH:36]=[CH2:37])=[O:33])[S:20][C:19]=23)=[O:25])[CH:27]=1)(=[O:4])[NH2:5]. The catalyst class is: 5.